This data is from TCR-epitope binding with 47,182 pairs between 192 epitopes and 23,139 TCRs. The task is: Binary Classification. Given a T-cell receptor sequence (or CDR3 region) and an epitope sequence, predict whether binding occurs between them. The epitope is KLFIRQEEV. The TCR CDR3 sequence is CATSRGARGSNQPQHF. Result: 0 (the TCR does not bind to the epitope).